This data is from Peptide-MHC class II binding affinity with 134,281 pairs from IEDB. The task is: Regression. Given a peptide amino acid sequence and an MHC pseudo amino acid sequence, predict their binding affinity value. This is MHC class II binding data. (1) The MHC is HLA-DQA10501-DQB10201 with pseudo-sequence HLA-DQA10501-DQB10201. The peptide sequence is DCISIGPGSTGLNIT. The binding affinity (normalized) is 0.104. (2) The peptide sequence is QVAQYKALPVVLENA. The MHC is DRB1_0802 with pseudo-sequence DRB1_0802. The binding affinity (normalized) is 0.584. (3) The peptide sequence is ISGYNFSLSAAVKAG. The MHC is DRB1_1302 with pseudo-sequence DRB1_1302. The binding affinity (normalized) is 0.825. (4) The peptide sequence is DASFKESFAIHLDYT. The MHC is DRB1_0405 with pseudo-sequence DRB1_0405. The binding affinity (normalized) is 0.470.